The task is: Predict the reaction yield, written as a fraction of the theoretical maximum amount of product (1.0 means a 100% yield; for example, 0.34 means a 34% yield).. This data is from Reaction yield outcomes from USPTO patents with 853,638 reactions. (1) The reactants are [NH2:1][C:2]1[CH:3]=[C:4]([CH:8]=[CH:9][C:10]=1[CH3:11])[C:5]([OH:7])=O.[CH2:12]1[C@H:21]2[C@H:16]([CH2:17][CH2:18][C:19]3[CH:25]=[CH:24][CH:23]=[CH:22][C:20]=32)[NH:15][CH2:14][CH2:13]1.F[P-](F)(F)(F)(F)F.N1(OC(N(C)C)=[N+](C)C)C2N=CC=CC=2N=N1. No catalyst specified. The product is [NH2:1][C:2]1[CH:3]=[C:4]([C:5]([N:15]2[C@@H:16]3[C@@H:21]([C:20]4[CH:22]=[CH:23][CH:24]=[CH:25][C:19]=4[CH2:18][CH2:17]3)[CH2:12][CH2:13][CH2:14]2)=[O:7])[CH:8]=[CH:9][C:10]=1[CH3:11]. The yield is 0.950. (2) The reactants are [F:1][C:2]1[CH:3]=[C:4]([CH:14]([NH:16][C:17]([C:19]2[N:20]=[C:21](Cl)[O:22][CH:23]=2)=[O:18])[CH3:15])[CH:5]=[C:6]([F:13])[C:7]=1[NH:8][S:9]([CH3:12])(=[O:11])=[O:10].[C:25]1([OH:35])[C:34]2[CH2:33][CH2:32][CH2:31][CH2:30][C:29]=2[CH:28]=[CH:27][CH:26]=1. No catalyst specified. The product is [F:1][C:2]1[CH:3]=[C:4]([CH:14]([NH:16][C:17]([C:19]2[N:20]=[C:21]([O:35][C:25]3[C:34]4[CH2:33][CH2:32][CH2:31][CH2:30][C:29]=4[CH:28]=[CH:27][CH:26]=3)[O:22][CH:23]=2)=[O:18])[CH3:15])[CH:5]=[C:6]([F:13])[C:7]=1[NH:8][S:9]([CH3:12])(=[O:11])=[O:10]. The yield is 0.890. (3) The reactants are [OH:1][CH2:2][C:3]1[NH:7][CH:6]=[N:5][C:4]=1[C:8]([O:10][CH3:11])=[O:9]. The catalyst is C(Cl)Cl.O1CCOCC1.O=[Mn]=O. The product is [CH:2]([C:3]1[NH:7][CH:6]=[N:5][C:4]=1[C:8]([O:10][CH3:11])=[O:9])=[O:1]. The yield is 0.830. (4) The catalyst is CO. The product is [NH2:9][C:10]1[O:11][C@@H:12]2[C@H:14]([C@@:15]([C:20]3[CH:21]=[C:22]([CH:31]=[CH:32][C:33]=3[F:34])[C:23]([NH:25][C@@H:26]([CH3:30])[CH2:27][O:28][CH3:29])=[O:24])([CH:17]([F:19])[F:18])[N:16]=1)[CH2:13]2. The yield is 0.191. The reactants are C([NH:9][C:10]1[O:11][C@@H:12]2[C@H:14]([C@@:15]([C:20]3[CH:21]=[C:22]([CH:31]=[CH:32][C:33]=3[F:34])[C:23]([NH:25][C@@H:26]([CH3:30])[CH2:27][O:28][CH3:29])=[O:24])([CH:17]([F:19])[F:18])[N:16]=1)[CH2:13]2)(=O)C1C=CC=CC=1.N12CCCN=C1CCCCC2. (5) The reactants are [Cl:1][C:2]1[S:6][C:5]([C:7]2[N:12]=[C:11]([NH:13][C:14]3[CH:19]=[CH:18][C:17]([CH2:20][C:21](O)=[O:22])=[CH:16][CH:15]=3)[C:10]([CH2:24][CH3:25])=[C:9]([CH3:26])[N:8]=2)=[CH:4][CH:3]=1.C[N:28]([C:30](ON1N=NC2C=CC=NC1=2)=[N+:31](C)C)C.F[P-](F)(F)(F)(F)F.C(N(C(C)C)CC)(C)C. The catalyst is CN(C=O)C. The product is [Cl:1][C:2]1[S:6][C:5]([C:7]2[N:12]=[C:11]([NH:13][C:14]3[CH:19]=[CH:18][C:17]([CH2:20][C:21]([NH:31][C:30]#[N:28])=[O:22])=[CH:16][CH:15]=3)[C:10]([CH2:24][CH3:25])=[C:9]([CH3:26])[N:8]=2)=[CH:4][CH:3]=1. The yield is 0.500.